Dataset: Full USPTO retrosynthesis dataset with 1.9M reactions from patents (1976-2016). Task: Predict the reactants needed to synthesize the given product. (1) Given the product [N:39]1[C:40]2[CH:46]=[CH:45][CH:44]=[CH:43][C:41]=2[NH:42][C:38]=1[S:37][CH2:2][CH2:3][N:4]1[CH2:9][CH2:8][N:7]([CH2:10][C:11]([NH:13][C:14]2[C:15]([S:23][CH3:24])=[N:16][C:17]([CH3:22])=[CH:18][C:19]=2[S:20][CH3:21])=[O:12])[CH2:6][CH2:5]1, predict the reactants needed to synthesize it. The reactants are: O[CH2:2][CH2:3][N:4]1[CH2:9][CH2:8][N:7]([CH2:10][C:11]([NH:13][C:14]2[C:15]([S:23][CH3:24])=[N:16][C:17]([CH3:22])=[CH:18][C:19]=2[S:20][CH3:21])=[O:12])[CH2:6][CH2:5]1.C(N(CC)CC)C.CS(Cl)(=O)=O.[SH:37][C:38]1[NH:39][C:40]2[CH:46]=[CH:45][CH:44]=[CH:43][C:41]=2[N:42]=1.C(=O)([O-])[O-].[K+].[K+].C1OCCOCCOCCOCCOCCOC1. (2) Given the product [CH2:24]([O:15][C:6]1[CH:5]=[CH:4][CH:3]=[C:2]([Cl:1])[C:7]=1[C:8]1[CH:13]=[CH:12][CH:11]=[CH:10][C:9]=1[CH3:14])[CH:23]=[CH2:22], predict the reactants needed to synthesize it. The reactants are: [Cl:1][C:2]1[CH:3]=[CH:4][CH:5]=[C:6]([OH:15])[C:7]=1[C:8]1[CH:13]=[CH:12][CH:11]=[CH:10][C:9]=1[CH3:14].C(=O)([O-])[O-].[K+].[K+].[CH2:22](Br)[CH:23]=[CH2:24]. (3) Given the product [CH2:19]1[CH:23]2[C@@H:15]3[CH:13]=[CH:12][C@H:17]([CH:11]2[CH:21]=[CH:20]1)[CH2:16]3, predict the reactants needed to synthesize it. The reactants are: C(O)(=O)C(C)=C.C([C:11]1[CH:17]=[CH:16][CH:15]=[C:13](O)[C:12]=1O)(C)(C)C.[CH2:19]1[CH2:23]O[CH2:21][CH2:20]1. (4) Given the product [C:1]([C:3]1[C:11]2[CH2:10][CH2:9][N:8]([CH3:30])[CH2:7][C:6]=2[S:5][C:4]=1[NH:12][C:13](=[O:27])[CH:14]([C:21]1[CH:22]=[CH:23][CH:24]=[CH:25][CH:26]=1)[C:15]1[CH:20]=[CH:19][CH:18]=[CH:17][CH:16]=1)#[N:2], predict the reactants needed to synthesize it. The reactants are: [C:1]([C:3]1[C:11]2[CH2:10][CH2:9][NH:8][CH2:7][C:6]=2[S:5][C:4]=1[NH:12][C:13](=[O:27])[CH:14]([C:21]1[CH:26]=[CH:25][CH:24]=[CH:23][CH:22]=1)[C:15]1[CH:20]=[CH:19][CH:18]=[CH:17][CH:16]=1)#[N:2].C=O.[C:30]([BH3-])#N.[Na+]. (5) Given the product [CH3:19][O:20][C:21]1[CH:26]=[C:25]([C:2]2[CH:3]=[CH:4][C:5]3[N:6]([C:8]([C:11]4[CH:18]=[CH:17][C:14]([C:15]#[N:16])=[CH:13][CH:12]=4)=[CH:9][N:10]=3)[CH:7]=2)[CH:24]=[CH:23][C:22]=1[C:36]([N:38]1[CH2:43][CH2:42][O:41][CH2:40][CH2:39]1)=[O:37], predict the reactants needed to synthesize it. The reactants are: Br[C:2]1[CH:3]=[CH:4][C:5]2[N:6]([C:8]([C:11]3[CH:18]=[CH:17][C:14]([C:15]#[N:16])=[CH:13][CH:12]=3)=[CH:9][N:10]=2)[CH:7]=1.[CH3:19][O:20][C:21]1[CH:26]=[C:25](B2OC(C)(C)C(C)(C)O2)[CH:24]=[CH:23][C:22]=1[C:36]([N:38]1[CH2:43][CH2:42][O:41][CH2:40][CH2:39]1)=[O:37].[O-]P([O-])([O-])=O.[K+].[K+].[K+]. (6) Given the product [CH:7]([C:40]1[CH:41]=[C:36]([CH:33]([CH3:35])[CH3:34])[CH:37]=[C:38]([CH:46]([CH3:47])[CH3:48])[C:39]=1[S:42]([O-:45])(=[O:44])=[O:43])([CH3:8])[CH3:6].[OH:5][CH2:6][CH2:7][C:8]1[CH:9]=[CH:10][C:11]([S+:14]2[C:15]3[CH:26]=[CH:25][CH:24]=[CH:23][C:16]=3[C:17]3[CH:22]=[CH:21][CH:20]=[CH:19][C:18]2=3)=[CH:12][CH:13]=1, predict the reactants needed to synthesize it. The reactants are: [I-].C([O:5][CH2:6][CH2:7][C:8]1[CH:13]=[CH:12][C:11]([S+:14]2[C:18]3[CH:19]=[CH:20][CH:21]=[CH:22][C:17]=3[C:16]3[CH:23]=[CH:24][CH:25]=[CH:26][C:15]2=3)=[CH:10][CH:9]=1)(=O)C.[OH-].C[N+](C)(C)C.[CH:33]([C:36]1[CH:41]=[CH:40][C:39]([S:42]([OH:45])(=[O:44])=[O:43])=[C:38]([CH:46]([CH3:48])[CH3:47])[C:37]=1C(C)C)([CH3:35])[CH3:34].